Dataset: Full USPTO retrosynthesis dataset with 1.9M reactions from patents (1976-2016). Task: Predict the reactants needed to synthesize the given product. Given the product [CH2:16]([O:8][C:4]1[CH:5]=[N:6][CH:7]=[C:2]([Br:1])[CH:3]=1)[C:17]1[CH:22]=[CH:21][CH:20]=[CH:19][CH:18]=1, predict the reactants needed to synthesize it. The reactants are: [Br:1][C:2]1[CH:3]=[C:4]([OH:8])[CH:5]=[N:6][CH:7]=1.C(=O)([O-])[O-].[K+].[K+].Br[CH2:16][C:17]1[CH:22]=[CH:21][CH:20]=[CH:19][CH:18]=1.